Dataset: Forward reaction prediction with 1.9M reactions from USPTO patents (1976-2016). Task: Predict the product of the given reaction. (1) Given the reactants [F:1][C:2]1[C:11]2[C:6](=[CH:7][CH:8]=[CH:9][CH:10]=2)[C:5]([O:12][CH2:13][O:14][CH3:15])=[CH:4][CH:3]=1.CN(CCN(C)C)C.C([Li])CCC.Cl[C:30]([O:32][CH3:33])=[O:31], predict the reaction product. The product is: [CH3:33][O:32][C:30]([C:4]1[CH:3]=[C:2]([F:1])[C:11]2[C:6](=[CH:7][CH:8]=[CH:9][CH:10]=2)[C:5]=1[O:12][CH2:13][O:14][CH3:15])=[O:31]. (2) Given the reactants [CH:1]([C:3]1[CH:30]=[C:6]2[CH2:7][N:8]([C:12]([O:14][CH2:15][C:16]3[CH:21]=[C:20]([C:22]([F:25])([F:24])[F:23])[CH:19]=[C:18]([C:26]([F:29])([F:28])[F:27])[CH:17]=3)=[O:13])[CH2:9][CH2:10][CH2:11][N:5]2[N:4]=1)=O.[Si]([C:35]#[N:36])(C)(C)C.[NH3:37], predict the reaction product. The product is: [NH2:37][CH:1]([C:35]#[N:36])[C:3]1[CH:30]=[C:6]2[CH2:7][N:8]([C:12]([O:14][CH2:15][C:16]3[CH:21]=[C:20]([C:22]([F:25])([F:24])[F:23])[CH:19]=[C:18]([C:26]([F:29])([F:28])[F:27])[CH:17]=3)=[O:13])[CH2:9][CH2:10][CH2:11][N:5]2[N:4]=1. (3) Given the reactants [Cl:1][C:2]1[CH:7]=[CH:6][C:5]([CH2:8][CH2:9][O:10][C:11]2[N:12]=[C:13]([NH2:50])[C:14]3[N:15]=[CH:16][N:17]([C:48]=3[N:49]=2)[C@@H:18]2[O:47][C@H:37]([CH2:38][O:39][Si](C(C)(C)C)(C)C)[C@@H:28]([O:29][Si](C(C)(C)C)(C)C)[C@H:19]2[O:20][Si](C(C)(C)C)(C)C)=[CH:4][CH:3]=1.CCCC[N+](CCCC)(CCCC)CCCC.[F-].C1COCC1, predict the reaction product. The product is: [Cl:1][C:2]1[CH:3]=[CH:4][C:5]([CH2:8][CH2:9][O:10][C:11]2[N:12]=[C:13]([NH2:50])[C:14]3[N:15]=[CH:16][N:17]([C:48]=3[N:49]=2)[C@@H:18]2[O:47][C@H:37]([CH2:38][OH:39])[C@@H:28]([OH:29])[C@H:19]2[OH:20])=[CH:6][CH:7]=1. (4) Given the reactants C([O:8][C:9]1[CH:14]=[CH:13][C:12]([CH2:15]/[CH:16]=[CH:17]/[C:18]([O:20][CH3:21])=[O:19])=[CH:11][CH:10]=1)C1C=CC=CC=1, predict the reaction product. The product is: [OH:8][C:9]1[CH:10]=[CH:11][C:12]([CH2:15][CH2:16][CH2:17][C:18]([O:20][CH3:21])=[O:19])=[CH:13][CH:14]=1. (5) Given the reactants [Br:1][C:2]1[CH:11]=[CH:10][C:9]2[O:8][C@@H:7]3[CH2:12][CH2:13][O:14][CH2:15][C@@H:6]3[C:5](=O)[C:4]=2[CH:3]=1.[C:17](=[O:20])([O-])[O-].[NH4+:21].[NH4+:22].[C-]#N.[K+].S([O-])(O)=O.[Na+].Cl.CCO[C:35](C)=[O:36], predict the reaction product. The product is: [Br:1][C:2]1[CH:11]=[CH:10][C:9]2[O:8][CH:7]3[CH2:12][CH2:13][O:14][CH2:15][CH:6]3[C:5]3([C:35](=[O:36])[NH:22][C:17](=[O:20])[NH:21]3)[C:4]=2[CH:3]=1. (6) Given the reactants C([O:4][CH2:5][C:6]1[C:11]([N:12]2[CH2:17][CH2:16][C:15]3[C:18]4[CH2:24][CH2:23][CH2:22][CH2:21][C:19]=4[S:20][C:14]=3[C:13]2=[O:25])=[CH:10][C:9]([F:26])=[CH:8][C:7]=1B1OC(C)(C)C(C)(C)O1)(=O)C.Cl[C:37]1[CH:38]=[C:39]([NH:46][C:47]2[CH:52]=[CH:51][C:50]([N:53]3[CH2:58][CH2:57][N:56]([CH:59]4[CH2:62][O:61][CH2:60]4)[CH2:55][CH2:54]3)=[CH:49][N:48]=2)[C:40]2[N:41]([CH:43]=[CH:44][N:45]=2)[N:42]=1.C1(P(C2CCCCC2)C2CCCCC2)CCCCC1.C([O-])([O-])=O.[Cs+].[Cs+], predict the reaction product. The product is: [F:26][C:9]1[CH:8]=[C:7]([C:37]2[CH:38]=[C:39]([NH:46][C:47]3[CH:52]=[CH:51][C:50]([N:53]4[CH2:58][CH2:57][N:56]([CH:59]5[CH2:62][O:61][CH2:60]5)[CH2:55][CH2:54]4)=[CH:49][N:48]=3)[C:40]3[N:41]([CH:43]=[CH:44][N:45]=3)[N:42]=2)[C:6]([CH2:5][OH:4])=[C:11]([N:12]2[C:13](=[O:25])[C:14]3[S:20][C:19]4[CH2:21][CH2:22][CH2:23][CH2:24][C:18]=4[C:15]=3[CH2:16][CH2:17]2)[CH:10]=1. (7) The product is: [Cl:1][C:2]1[CH:7]=[CH:6][C:5]([C@H:8]([NH:9][S@@:10]([C:12]([CH3:13])([CH3:15])[CH3:14])=[O:11])[CH2:17][CH3:18])=[C:4]([F:16])[CH:3]=1. Given the reactants [Cl:1][C:2]1[CH:7]=[CH:6][C:5](/[CH:8]=[N:9]/[S@@:10]([C:12]([CH3:15])([CH3:14])[CH3:13])=[O:11])=[C:4]([F:16])[CH:3]=1.[CH2:17]([Mg]Br)[CH3:18].CCOCC.[Cl-].[NH4+], predict the reaction product. (8) Given the reactants [CH3:1][C:2]1[CH:3]=[CH:4][CH:5]=[C:6]2[C:11]=1[N:10]=[CH:9][CH:8]=[C:7]2Cl.[N:13]1(C(OC(C)(C)C)=O)[CH2:18][CH2:17][NH:16][CH2:15][CH2:14]1, predict the reaction product. The product is: [CH3:1][C:2]1[CH:3]=[CH:4][CH:5]=[C:6]2[C:11]=1[N:10]=[CH:9][CH:8]=[C:7]2[N:13]1[CH2:18][CH2:17][NH:16][CH2:15][CH2:14]1.